From a dataset of Reaction yield outcomes from USPTO patents with 853,638 reactions. Predict the reaction yield, written as a fraction of the theoretical maximum amount of product (1.0 means a 100% yield; for example, 0.34 means a 34% yield). (1) The reactants are C([O:3][C:4]([C@@H:6]1[CH2:8][C@H:7]1[C:9]1[CH:14]=[CH:13][C:12]([NH:15][CH2:16][C:17]2[CH:22]=[CH:21][CH:20]=[C:19]([O:23][C:24]3[CH:29]=[CH:28][CH:27]=[CH:26][CH:25]=3)[CH:18]=2)=[CH:11][C:10]=1[Cl:30])=[O:5])C.[OH-].[Na+]. The catalyst is CO. The product is [Cl:30][C:10]1[CH:11]=[C:12]([NH:15][CH2:16][C:17]2[CH:22]=[CH:21][CH:20]=[C:19]([O:23][C:24]3[CH:29]=[CH:28][CH:27]=[CH:26][CH:25]=3)[CH:18]=2)[CH:13]=[CH:14][C:9]=1[C@@H:7]1[CH2:8][C@H:6]1[C:4]([OH:5])=[O:3]. The yield is 0.860. (2) The reactants are Cl.[I:2][C:3]1[CH:4]=[C:5]2[C:10]3=[C:11]([C:13](=[O:21])[C:14]([C:16]([O:18]CC)=[O:17])=[CH:15][N:9]3[N:8]([CH3:22])[CH2:7][C:6]2(C(OC(C)(C)C)=O)C(OC(C)(C)C)=O)[CH:12]=1. The catalyst is C(O)(=O)C. The product is [I:2][C:3]1[CH:4]=[C:5]2[C:10]3=[C:11]([C:13](=[O:21])[C:14]([C:16]([OH:18])=[O:17])=[CH:15][N:9]3[N:8]([CH3:22])[CH2:7][CH2:6]2)[CH:12]=1. The yield is 0.520. (3) The reactants are [Br:1][C:2]1[CH:3]=[C:4]([CH:20]=[CH:21][CH:22]=1)[CH2:5][N:6]1[C:14]2[C:13](=[O:15])[N:12]([CH3:16])[C:11](=[O:17])[N:10]([CH3:18])[C:9]=2[N:8]=[C:7]1S.[Na].[CH2:24]([O:26][CH2:27][CH2:28][OH:29])[CH3:25]. The catalyst is C(OCC)(=O)C. The product is [Br:1][C:2]1[CH:3]=[C:4]([CH:20]=[CH:21][CH:22]=1)[CH2:5][N:6]1[C:14]2[C:13](=[O:15])[N:12]([CH3:16])[C:11](=[O:17])[N:10]([CH3:18])[C:9]=2[N:8]=[C:7]1[O:29][CH2:28][CH2:27][O:26][CH2:24][CH3:25]. The yield is 0.499. (4) The reactants are [CH3:1][N:2]1[CH2:7][CH2:6][O:5][C:4]2[CH:8]=[CH:9][CH:10]=[CH:11][C:3]1=2.[S:12]([Cl:16])(=O)(=[O:14])[OH:13]. No catalyst specified. The product is [CH3:1][N:2]1[CH2:7][CH2:6][O:5][C:4]2[CH:8]=[CH:9][C:10]([S:12]([Cl:16])(=[O:14])=[O:13])=[CH:11][C:3]1=2. The yield is 0.270. (5) The reactants are [H-].[Na+].[F:3][C:4]1[CH:5]=[C:6]([CH2:13][C:14]([O:16][CH3:17])=[O:15])[CH:7]=[C:8]([F:12])[C:9]=1[O:10][CH3:11].Br[CH2:19][CH2:20]Br. The catalyst is CN(C=O)C. The product is [F:3][C:4]1[CH:5]=[C:6]([C:13]2([C:14]([O:16][CH3:17])=[O:15])[CH2:20][CH2:19]2)[CH:7]=[C:8]([F:12])[C:9]=1[O:10][CH3:11]. The yield is 0.780. (6) The yield is 0.630. The catalyst is C(Cl)Cl. The product is [Cl:1][C:2]1[CH:7]=[CH:6][C:5]([O:8][CH3:9])=[CH:4][N+:3]=1[O-:18]. The reactants are [Cl:1][C:2]1[CH:7]=[CH:6][C:5]([O:8][CH3:9])=[CH:4][N:3]=1.C1C=C(Cl)C=C(C(OO)=[O:18])C=1. (7) The reactants are [O:1]=[C:2]1[C:10]2([C:22]3[C:13](=[CH:14][C:15]4[O:20][CH2:19][CH2:18][O:17][C:16]=4[CH:21]=3)[O:12][CH2:11]2)[C:9]2[C:4](=[CH:5][CH:6]=[CH:7][CH:8]=2)[N:3]1[CH2:23][C:24]1[CH:25]=[C:26]([CH:30]=[CH:31][CH:32]=1)[C:27]([NH2:29])=[O:28].CO[C:35](OC)([N:37](C)C)[CH3:36].Cl.NO.[OH-].[Na+]. The catalyst is O1CCOCC1.O.C(O)(=O)C. The product is [CH3:36][C:35]1[N:29]=[C:27]([C:26]2[CH:25]=[C:24]([CH:32]=[CH:31][CH:30]=2)[CH2:23][N:3]2[C:4]3[C:9](=[CH:8][CH:7]=[CH:6][CH:5]=3)[C:10]3([C:22]4[C:13](=[CH:14][C:15]5[O:20][CH2:19][CH2:18][O:17][C:16]=5[CH:21]=4)[O:12][CH2:11]3)[C:2]2=[O:1])[O:28][N:37]=1. The yield is 0.0600.